This data is from Catalyst prediction with 721,799 reactions and 888 catalyst types from USPTO. The task is: Predict which catalyst facilitates the given reaction. Reactant: [C:1]([CH:4]([C:10]([O:12]CC)=O)[C:5]([O:7][CH2:8][CH3:9])=[O:6])(=O)[CH3:2].Cl.[NH2:16][NH2:17]. Product: [CH2:8]([O:7][C:5]([C:4]1[C:10](=[O:12])[NH:16][NH:17][C:1]=1[CH3:2])=[O:6])[CH3:9]. The catalyst class is: 14.